From a dataset of Forward reaction prediction with 1.9M reactions from USPTO patents (1976-2016). Predict the product of the given reaction. (1) Given the reactants [Br:1][C:2]1[CH:3]=[CH:4][C:5]([F:22])=[C:6]([C@@:8]([NH:15][S@](C(C)(C)C)=O)([CH2:12][CH2:13][OH:14])[CH:9]([F:11])[F:10])[CH:7]=1.Cl.C([O-])([O-])=O.[Na+].[Na+], predict the reaction product. The product is: [NH2:15][C@@:8]([C:6]1[CH:7]=[C:2]([Br:1])[CH:3]=[CH:4][C:5]=1[F:22])([CH:9]([F:10])[F:11])[CH2:12][CH2:13][OH:14]. (2) Given the reactants [NH2:1][C:2]1[CH:11]=[C:10]([F:12])[CH:9]=[C:8]2[C:3]=1[C:4]([CH2:14][C:15]1[N:19]([CH3:20])[N:18]=[CH:17][N:16]=1)=[N:5][NH:6][C:7]2=[O:13].[N:21]([O-])=O.[Na+].Cl, predict the reaction product. The product is: [F:12][C:10]1[CH:9]=[C:8]2[C:3]([C:4]([CH2:14][C:15]3[N:19]([CH3:20])[N:18]=[CH:17][N:16]=3)=[N:5][NH:6][C:7]2=[O:13])=[C:2]([NH:1][NH2:21])[CH:11]=1. (3) Given the reactants [NH2:1][C:2]1[CH:11]=[CH:10][C:5]([C:6]([O:8][CH3:9])=[O:7])=[CH:4][C:3]=1[C:12](=[O:23])[NH:13][C:14]([C:17]1[CH:22]=[CH:21][CH:20]=[CH:19][CH:18]=1)([CH3:16])[CH3:15].[CH:24]([O-])([O-])OCC.O, predict the reaction product. The product is: [O:23]=[C:12]1[C:3]2[C:2](=[CH:11][CH:10]=[C:5]([C:6]([O:8][CH3:9])=[O:7])[CH:4]=2)[N:1]=[CH:24][N:13]1[C:14]([C:17]1[CH:18]=[CH:19][CH:20]=[CH:21][CH:22]=1)([CH3:16])[CH3:15]. (4) Given the reactants COC[O:4][C@@H:5]1[CH2:28][C@@H:9]2[C:10](=[O:27])[O:11][C:12]3[C@@H:13]4[CH2:20][CH2:19][C@H:18]([C@H:21]([CH3:25])[CH2:22][O:23][CH3:24])[C@@:14]4([CH3:26])[CH2:15][CH2:16][C:17]=3[C@@:8]2([CH3:29])[CH2:7][CH2:6]1.CC1C=CC(S(O)(=O)=O)=CC=1.[Cl-].[NH4+], predict the reaction product. The product is: [OH:4][C@@H:5]1[CH2:28][C@@H:9]2[C:10](=[O:27])[O:11][C:12]3[C@@H:13]4[CH2:20][CH2:19][C@H:18]([C@H:21]([CH3:25])[CH2:22][O:23][CH3:24])[C@@:14]4([CH3:26])[CH2:15][CH2:16][C:17]=3[C@@:8]2([CH3:29])[CH2:7][CH2:6]1. (5) Given the reactants [S:1]1[CH:5]=[CH:4][CH:3]=[CH:2]1.[Li]CCCC.[CH3:11][CH:12]([CH3:15])[CH2:13]I.O, predict the reaction product. The product is: [CH2:11]([C:2]1[S:1][CH:5]=[CH:4][CH:3]=1)[CH:12]([CH3:15])[CH3:13]. (6) Given the reactants CO[C:3]([C:5]1[C:10](=[O:11])[N:9]([CH2:12][C:13]2[CH:18]=[CH:17][C:16]([C:19]3[CH:24]=[CH:23][CH:22]=[CH:21][CH:20]=3)=[CH:15][CH:14]=2)[N:8]2[CH:25]=[C:26]([Cl:28])[CH:27]=[C:7]2[C:6]=1[OH:29])=[O:4].[NH2:30][C@@H:31]([C:33]([OH:35])=[O:34])[CH3:32].C[O-].[Na+], predict the reaction product. The product is: [Cl:28][C:26]1[CH:27]=[C:7]2[C:6]([OH:29])=[C:5]([C:3]([NH:30][C@H:31]([CH3:32])[C:33]([OH:35])=[O:34])=[O:4])[C:10](=[O:11])[N:9]([CH2:12][C:13]3[CH:14]=[CH:15][C:16]([C:19]4[CH:20]=[CH:21][CH:22]=[CH:23][CH:24]=4)=[CH:17][CH:18]=3)[N:8]2[CH:25]=1. (7) The product is: [CH2:1]([O:8][C:9]1[CH:28]=[CH:27][C:12]([CH2:13][NH:14][C:15]([C:17]2[CH:18]=[C:19]3[C:24](=[CH:25][CH:26]=2)[N:23]=[CH:22][CH:21]=[CH:20]3)=[N:44][O:42][CH3:43])=[CH:11][CH:10]=1)[C:2]1[CH:7]=[CH:6][CH:5]=[CH:4][CH:3]=1. Given the reactants [CH2:1]([O:8][C:9]1[CH:28]=[CH:27][C:12]([CH2:13][NH:14][C:15]([C:17]2[CH:18]=[C:19]3[C:24](=[CH:25][CH:26]=2)[N:23]=[CH:22][CH:21]=[CH:20]3)=S)=[CH:11][CH:10]=1)[C:2]1[CH:7]=[CH:6][CH:5]=[CH:4][CH:3]=1.BrCC1C=CC2C(=CC=CC=2)C=1.Cl.[O:42]([NH2:44])[CH3:43].[OH-].[Na+], predict the reaction product. (8) Given the reactants C[O:2][C:3]1[CH:8]=[CH:7][C:6]([C:9]2[CH:14]=[CH:13][C:12]([C:15]3[CH:20]=[CH:19][CH:18]=[C:17]([O:21]C)[CH:16]=3)=[CH:11][CH:10]=2)=[CH:5][CH:4]=1, predict the reaction product. The product is: [C:6]1([C:9]2[CH:14]=[CH:13][C:12]([C:15]3[CH:20]=[CH:19][CH:18]=[C:17]([OH:21])[CH:16]=3)=[CH:11][CH:10]=2)[CH:5]=[CH:4][C:3]([OH:2])=[CH:8][CH:7]=1. (9) Given the reactants [Cl:1][C:2]1[CH:3]=[CH:4][C:5]([O:12][CH2:13][C:14]([N:16]2[C@H:21]([CH3:22])[CH2:20][O:19][C@@H:18]([CH2:23][CH2:24][C:25]3[CH:30]=[CH:29][C:28]([F:31])=[CH:27][CH:26]=3)[CH2:17]2)=[O:15])=[C:6]([NH:8][C:9]([NH2:11])=[O:10])[CH:7]=1.ClC1C=CC(OCC(N2[C@H](C)CO[C@H](CCC3C=CC(F)=CC=3)C2)=O)=C(NC(N)=O)C=1, predict the reaction product. The product is: [Cl:1][C:2]1[CH:3]=[CH:4][C:5]([O:12][CH2:13][C:14]([N:16]2[CH:21]([CH3:22])[CH2:20][O:19][C@@H:18]([CH2:23][CH2:24][C:25]3[CH:26]=[CH:27][C:28]([F:31])=[CH:29][CH:30]=3)[CH2:17]2)=[O:15])=[C:6]([NH:8][C:9]([NH2:11])=[O:10])[CH:7]=1. (10) Given the reactants FC(F)(F)C(O)=O.[F:8][C:9]1[CH:38]=[CH:37][C:12]([NH:13][C:14]2[CH:26]=[C:25]([C:27]3[C:36]4[C:31](=[CH:32][CH:33]=[CH:34][CH:35]=4)[CH:30]=[N:29][CH:28]=3)[CH:24]=[CH:23][C:15]=2[C:16]([O:18]C(C)(C)C)=[O:17])=[CH:11][CH:10]=1.O.[OH-].[Na+], predict the reaction product. The product is: [F:8][C:9]1[CH:38]=[CH:37][C:12]([NH:13][C:14]2[CH:26]=[C:25]([C:27]3[C:36]4[C:31](=[CH:32][CH:33]=[CH:34][CH:35]=4)[CH:30]=[N:29][CH:28]=3)[CH:24]=[CH:23][C:15]=2[C:16]([OH:18])=[O:17])=[CH:11][CH:10]=1.